This data is from Reaction yield outcomes from USPTO patents with 853,638 reactions. The task is: Predict the reaction yield, written as a fraction of the theoretical maximum amount of product (1.0 means a 100% yield; for example, 0.34 means a 34% yield). (1) The reactants are [F:1][C:2]([F:12])([F:11])[C:3]1[CH:10]=[CH:9][C:6]([CH:7]=[O:8])=[CH:5][CH:4]=1.[N+:13]([CH:15](S(C1C=CC(C)=CC=1)(=O)=O)[CH3:16])#[C-:14].C([O-])([O-])=O.[K+].[K+]. The catalyst is CO. The product is [CH3:16][C:15]1[N:13]=[CH:14][O:8][C:7]=1[C:6]1[CH:9]=[CH:10][C:3]([C:2]([F:11])([F:12])[F:1])=[CH:4][CH:5]=1. The yield is 0.680. (2) The reactants are [CH3:1][O:2][C:3]1[C:4]([O:16][CH2:17][CH2:18][O:19][CH3:20])=[CH:5][C:6]([N+:13]([O-])=O)=[C:7]([CH:12]=1)[C:8]([O:10][CH3:11])=[O:9].[H][H]. The catalyst is CCOC(C)=O.[Pd]. The product is [NH2:13][C:6]1[CH:5]=[C:4]([O:16][CH2:17][CH2:18][O:19][CH3:20])[C:3]([O:2][CH3:1])=[CH:12][C:7]=1[C:8]([O:10][CH3:11])=[O:9]. The yield is 0.950. (3) The reactants are [NH2:1][C:2]1[CH:32]=[CH:31][C:5]2[N:6]=[C:7]([NH:9][C:10]3[CH:15]=[C:14]([CH2:16][C:17]4[CH:22]=[CH:21][CH:20]=[CH:19][CH:18]=4)[N:13]=[C:12]([NH:23][C@H:24]4[CH2:29][CH2:28][C@H:27]([OH:30])[CH2:26][CH2:25]4)[N:11]=3)[S:8][C:4]=2[CH:3]=1.C(N(C(C)C)C(C)C)C.Cl[C:43]([O:45][CH2:46][CH2:47]Br)=[O:44].CC(C)([O-])C.[K+]. The catalyst is O1CCCC1.[Cl-].[Na+].O.O. The product is [OH:30][C@H:27]1[CH2:26][CH2:25][C@H:24]([NH:23][C:12]2[N:11]=[C:10]([NH:9][C:7]3[S:8][C:4]4[CH:3]=[C:2]([N:1]5[CH2:47][CH2:46][O:45][C:43]5=[O:44])[CH:32]=[CH:31][C:5]=4[N:6]=3)[CH:15]=[C:14]([CH2:16][C:17]3[CH:18]=[CH:19][CH:20]=[CH:21][CH:22]=3)[N:13]=2)[CH2:29][CH2:28]1. The yield is 0.600. (4) The reactants are [NH:1]1[CH:5]=[N:4][C:3]([CH2:6][CH2:7][C:8]([OH:10])=[O:9])=[N:2]1.Cl.[CH2:12](O)[CH3:13]. The catalyst is C(O)C. The product is [NH:1]1[CH:5]=[N:4][C:3]([CH2:6][CH2:7][C:8]([O:10][CH2:12][CH3:13])=[O:9])=[N:2]1. The yield is 0.330. (5) The reactants are [C:1]1([C:7]2[CH:12]=[C:11]([CH:13]3[CH2:18][CH2:17][S:16](=[O:20])(=[O:19])[CH2:15][CH2:14]3)[CH:10]=[CH:9][C:8]=2[NH:21][C:22]([C:24]2[N:25](COCC[Si](C)(C)C)[CH:26]=[C:27]([C:29]#[N:30])[N:28]=2)=[O:23])[CH2:6][CH2:5][CH2:4][CH2:3][CH:2]=1.CCO.C(O)(C(F)(F)F)=O. The catalyst is C(Cl)Cl. The product is [C:1]1([C:7]2[CH:12]=[C:11]([CH:13]3[CH2:14][CH2:15][S:16](=[O:19])(=[O:20])[CH2:17][CH2:18]3)[CH:10]=[CH:9][C:8]=2[NH:21][C:22]([C:24]2[NH:25][CH:26]=[C:27]([C:29]#[N:30])[N:28]=2)=[O:23])[CH2:6][CH2:5][CH2:4][CH2:3][CH:2]=1. The yield is 0.900. (6) The reactants are [C:1]([N:5]1[C:9]([C:10]2[CH:15]=[CH:14][C:13]([F:16])=[CH:12][CH:11]=2)=[C:8]([C:17]2[S:18][CH:19]=[C:20]([CH2:22][C:23](O)=[O:24])[N:21]=2)[CH:7]=[N:6]1)([CH3:4])([CH3:3])[CH3:2].CN(C(ON1N=NC2C=CC=NC1=2)=[N+](C)C)C.F[P-](F)(F)(F)(F)F.CCN(C(C)C)C(C)C.O.Cl.[NH:61]1[CH2:66][CH2:65][C:64](=[O:67])[CH2:63][CH2:62]1. The catalyst is CN(C=O)C.O. The product is [C:1]([N:5]1[C:9]([C:10]2[CH:11]=[CH:12][C:13]([F:16])=[CH:14][CH:15]=2)=[C:8]([C:17]2[S:18][CH:19]=[C:20]([CH2:22][C:23]([N:61]3[CH2:66][CH2:65][C:64](=[O:67])[CH2:63][CH2:62]3)=[O:24])[N:21]=2)[CH:7]=[N:6]1)([CH3:3])([CH3:2])[CH3:4]. The yield is 0.600. (7) The reactants are [H-].[Na+].[CH3:3][N:4]1[CH:8]=[C:7]([C:9]2[CH:10]=[C:11]3[NH:17][CH:16]=[CH:15][C:12]3=[N:13][CH:14]=2)[CH:6]=[N:5]1.[CH2:18]([O:20][C:21](=[O:24])[CH2:22]Br)[CH3:19].ClCCl. The catalyst is CN(C)C=O. The product is [CH2:18]([O:20][C:21](=[O:24])[CH2:22][N:17]1[C:11]2[C:12](=[N:13][CH:14]=[C:9]([C:7]3[CH:6]=[N:5][N:4]([CH3:3])[CH:8]=3)[CH:10]=2)[CH:15]=[CH:16]1)[CH3:19]. The yield is 0.430. (8) The reactants are C([O:3][C:4](=[O:14])[C@H:5]([CH:11]([CH3:13])[CH3:12])[NH:6][CH2:7][CH:8]([OH:10])[CH3:9])C.C(O)C. No catalyst specified. The product is [OH:10][CH:8]([CH3:9])[CH2:7][NH:6][C@H:5]([C:4]([OH:14])=[O:3])[CH:11]([CH3:12])[CH3:13]. The yield is 0.340.